This data is from Reaction yield outcomes from USPTO patents with 853,638 reactions. The task is: Predict the reaction yield, written as a fraction of the theoretical maximum amount of product (1.0 means a 100% yield; for example, 0.34 means a 34% yield). The reactants are [NH2:1][C:2]1[N:10]=[C:9]2[C:5]([NH:6][C:7](=[O:17])[N:8]2[CH:11]2[CH2:16][CH2:15][O:14][CH2:13][CH2:12]2)=[C:4](Cl)[N:3]=1.[N:19]1[CH:24]=[CH:23][C:22](B(O)O)=[CH:21][CH:20]=1.[O-]P([O-])([O-])=O.[K+].[K+].[K+].C(O)(C(F)(F)F)=O. The catalyst is CO.CC([O-])=O.CC([O-])=O.[Pd+2].O1CCOCC1.C(O)C. The product is [NH2:1][C:2]1[N:10]=[C:9]2[C:5]([NH:6][C:7](=[O:17])[N:8]2[CH:11]2[CH2:16][CH2:15][O:14][CH2:13][CH2:12]2)=[C:4]([C:22]2[CH:23]=[CH:24][N:19]=[CH:20][CH:21]=2)[N:3]=1. The yield is 0.510.